From a dataset of Forward reaction prediction with 1.9M reactions from USPTO patents (1976-2016). Predict the product of the given reaction. (1) The product is: [Cl:1][C:2]1[CH:3]=[CH:4][C:5]([C:8]2[CH:19]=[C:11]3[N:12]=[CH:13][C:14]([NH2:16])=[CH:15][N:10]3[N:9]=2)=[CH:6][CH:7]=1. Given the reactants [Cl:1][C:2]1[CH:7]=[CH:6][C:5]([C:8]2[CH:19]=[C:11]3[N:12]=[CH:13][C:14]([N+:16]([O-])=O)=[CH:15][N:10]3[N:9]=2)=[CH:4][CH:3]=1, predict the reaction product. (2) Given the reactants [F:1][C:2]1[CH:31]=[CH:30][C:5]([CH2:6][N:7]2C[CH2:10][N:9]([C:12]3[CH:16]=[C:15]([C:17]([OH:19])=O)[N:14](CC4C=CC(OC)=CC=4)[N:13]=3)[C:8]2=[O:29])=[CH:4][CH:3]=1.[OH:32][N:33]1[C:37]2[CH:38]=[CH:39][CH:40]=C[C:36]=2[N:35]=N1.F[B-](F)(F)F.[N:47]1(OC(N(C)C)=[N+](C)C)C2C=CC=CC=2N=N1.C(N(CC)C(C)C)(C)C.Cl.CC1ON=C(CN)C=1, predict the reaction product. The product is: [F:1][C:2]1[CH:3]=[CH:4][C:5]([CH2:6][N:7]2[C:8](=[O:29])[N:9]([C:12]3[CH:16]=[C:15]([C:17]([NH:35][CH2:36][C:37]4[CH:38]=[C:39]([CH3:40])[O:32][N:33]=4)=[O:19])[NH:14][N:13]=3)[CH:10]=[N:47]2)=[CH:30][CH:31]=1. (3) The product is: [Br:10][C:11]1[CH:16]=[CH:15][C:14]([S:17]([O:9][CH2:8][P:3]([O:4][CH2:5][CH3:6])([CH2:1][CH3:2])=[O:7])(=[O:19])=[O:18])=[CH:13][CH:12]=1. Given the reactants [CH2:1]([P:3]([CH2:8][OH:9])(=[O:7])[O:4][CH2:5][CH3:6])[CH3:2].[Br:10][C:11]1[CH:16]=[CH:15][C:14]([S:17](Cl)(=[O:19])=[O:18])=[CH:13][CH:12]=1, predict the reaction product. (4) Given the reactants [C:1]([O:5]C(OC(OC(C)(C)C)=O)=O)(C)(C)C.[CH2:16]([NH:19][C:20]1[N:21]=[C:22]([NH2:30])[C:23]2[S:28][CH:27]=[C:26]([CH3:29])[C:24]=2[N:25]=1)[CH:17]=[CH2:18].[NH:31]1[CH2:35][CH2:34][CH2:33][CH2:32]1.C(OCC)(=O)C.CCCCCC, predict the reaction product. The product is: [CH2:16]([NH:19][C:20]1[N:21]=[C:22]([NH:30][C:1]([N:31]2[CH2:35][CH2:34][CH2:33][CH2:32]2)=[O:5])[C:23]2[S:28][CH:27]=[C:26]([CH3:29])[C:24]=2[N:25]=1)[CH:17]=[CH2:18]. (5) Given the reactants [C:1]([O:5][C:6]([N:8]1[CH2:13][CH2:12][C:11]([C:17]2[CH:22]=[CH:21][C:20]([F:23])=[CH:19][CH:18]=2)([C:14](O)=[O:15])[CH2:10][CH2:9]1)=[O:7])([CH3:4])([CH3:3])[CH3:2].O1CCCC1.B.CO, predict the reaction product. The product is: [F:23][C:20]1[CH:19]=[CH:18][C:17]([C:11]2([CH2:14][OH:15])[CH2:10][CH2:9][N:8]([C:6]([O:5][C:1]([CH3:2])([CH3:3])[CH3:4])=[O:7])[CH2:13][CH2:12]2)=[CH:22][CH:21]=1.